From a dataset of Reaction yield outcomes from USPTO patents with 853,638 reactions. Predict the reaction yield, written as a fraction of the theoretical maximum amount of product (1.0 means a 100% yield; for example, 0.34 means a 34% yield). (1) The reactants are [N:1]1[CH:6]=[CH:5][C:4](B(O)O)=[CH:3][CH:2]=1.Br[C:11]1[CH:12]=[C:13]2[C:17](=[CH:18][CH:19]=1)[N:16]([C:20]([O:22][C:23]([CH3:26])([CH3:25])[CH3:24])=[O:21])[CH:15]=[CH:14]2.C(=O)([O-])[O-].[Na+].[Na+].[Cl-].[Na+]. The catalyst is C1C=CC([P]([Pd]([P](C2C=CC=CC=2)(C2C=CC=CC=2)C2C=CC=CC=2)([P](C2C=CC=CC=2)(C2C=CC=CC=2)C2C=CC=CC=2)[P](C2C=CC=CC=2)(C2C=CC=CC=2)C2C=CC=CC=2)(C2C=CC=CC=2)C2C=CC=CC=2)=CC=1.C1(C)C=CC=CC=1.C(O)C. The product is [N:1]1[CH:6]=[CH:5][C:4]([C:11]2[CH:12]=[C:13]3[C:17](=[CH:18][CH:19]=2)[N:16]([C:20]([O:22][C:23]([CH3:26])([CH3:25])[CH3:24])=[O:21])[CH:15]=[CH:14]3)=[CH:3][CH:2]=1. The yield is 0.610. (2) The reactants are [N:1]1[C:10]2[C:5](=[CH:6][CH:7]=[CH:8][CH:9]=2)[CH:4]=[CH:3][C:2]=1/[CH:11]=[CH:12]/[C:13]1[NH:14][C:15]2[C:16]([N:25]=1)=[C:17]1[C:22](=[CH:23][CH:24]=2)[N:21]=[CH:20][CH:19]=[CH:18]1.[H-].[Na+].[C:28]1(C)C=CC(S(OC)(=O)=O)=CC=1. The catalyst is CN(C=O)C. The product is [CH3:28][N:14]1[C:15]2[C:16](=[C:17]3[C:22](=[CH:23][CH:24]=2)[N:21]=[CH:20][CH:19]=[CH:18]3)[N:25]=[C:13]1/[CH:12]=[CH:11]/[C:2]1[CH:3]=[CH:4][C:5]2[C:10](=[CH:9][CH:8]=[CH:7][CH:6]=2)[N:1]=1. The yield is 0.740. (3) The reactants are [CH3:1][O:2][C:3]1[CH:8]=[CH:7][C:6]([CH2:9][N:10]2[CH2:14][C:13]3([CH2:19][CH2:18][CH2:17][C:16]([CH2:24][O:25][CH2:26][C:27]4[CH:32]=[CH:31][CH:30]=[CH:29][CH:28]=4)([C:20](OC)=[O:21])[CH2:15]3)[O:12][C:11]2=[O:33])=[CH:5][CH:4]=1.[H-].[Al+3].[Li+].[H-].[H-].[H-].[BH4-].[Li+]. The catalyst is C1COCC1. The product is [CH2:26]([O:25][CH2:24][C:16]1([CH2:20][OH:21])[CH2:17][CH2:18][CH2:19][C:13]2([O:12][C:11](=[O:33])[N:10]([CH2:9][C:6]3[CH:7]=[CH:8][C:3]([O:2][CH3:1])=[CH:4][CH:5]=3)[CH2:14]2)[CH2:15]1)[C:27]1[CH:32]=[CH:31][CH:30]=[CH:29][CH:28]=1. The yield is 0.810.